Task: Predict which catalyst facilitates the given reaction.. Dataset: Catalyst prediction with 721,799 reactions and 888 catalyst types from USPTO Reactant: [H-].[Na+].[NH:3]1[CH:7]=[CH:6][CH:5]=[N:4]1.[Br:8][C:9]1[CH:10]=[C:11](F)[C:12]([N+:16]([O-:18])=[O:17])=[C:13]([F:15])[CH:14]=1. Product: [Br:8][C:9]1[CH:14]=[C:13]([F:15])[C:12]([N+:16]([O-:18])=[O:17])=[C:11]([N:3]2[CH:7]=[CH:6][CH:5]=[N:4]2)[CH:10]=1. The catalyst class is: 1.